Dataset: Reaction yield outcomes from USPTO patents with 853,638 reactions. Task: Predict the reaction yield, written as a fraction of the theoretical maximum amount of product (1.0 means a 100% yield; for example, 0.34 means a 34% yield). (1) The reactants are [Cl:1][C:2]1[CH:10]=[C:9]([C:11](=[O:15])[NH:12][CH2:13][CH3:14])[CH:8]=[C:7]([Cl:16])[C:3]=1[C:4]([OH:6])=O.ON1C2N=CC=CC=2N=N1.C[NH3+].F[P-](F)(F)(F)(F)F.N1(OC(N(C)C)=[N+](C)C)C2N=CC=CC=2N=N1.F[P-](F)(F)(F)(F)F.[NH:60]1[C:68]2[CH:67]=[CH:66][N:65]=[C:64]([NH:69][C:70]([CH:72]3[CH2:74][CH2:73]3)=[O:71])[C:63]=2[CH:62]=[CH:61]1.C(N(CC)C(C)C)(C)C. The catalyst is CN(C)C1C=CC=CC=1.O. The product is [Cl:16][C:7]1[CH:8]=[C:9]([CH:10]=[C:2]([Cl:1])[C:3]=1[C:4]([N:60]1[C:68]2[CH:67]=[CH:66][N:65]=[C:64]([NH:69][C:70]([CH:72]3[CH2:73][CH2:74]3)=[O:71])[C:63]=2[CH:62]=[CH:61]1)=[O:6])[C:11]([NH:12][CH2:13][CH3:14])=[O:15]. The yield is 0.260. (2) The reactants are [N+:1]([C:4]1[CH:8]=[CH:7][NH:6][N:5]=1)([O-:3])=[O:2].[H-].[Na+].[CH2:11]([S:13](Cl)(=[O:15])=[O:14])[CH3:12]. The catalyst is CN(C)C=O.C(OCC)(=O)C. The product is [CH2:11]([S:13]([N:6]1[CH:7]=[CH:8][C:4]([N+:1]([O-:3])=[O:2])=[N:5]1)(=[O:15])=[O:14])[CH3:12]. The yield is 0.770. (3) The reactants are [NH2:1][C:2]([C:4]1[CH:29]=[CH:28][C:7]([O:8][CH2:9][CH2:10][CH2:11][O:12][C:13]2[CH:14]=[C:15]3[C:19](=[CH:20][CH:21]=2)[C@H:18]([CH2:22][C:23]([O:25][CH2:26][CH3:27])=[O:24])[CH2:17][CH2:16]3)=[C:6]([O:30][CH3:31])[CH:5]=1)=[S:3].[CH2:32](OC(OCC)CBr)[CH3:33]. The catalyst is CCO.O. The product is [CH2:26]([O:25][C:23](=[O:24])[CH2:22][C@H:18]1[C:19]2[C:15](=[CH:14][C:13]([O:12][CH2:11][CH2:10][CH2:9][O:8][C:7]3[CH:28]=[CH:29][C:4]([C:2]4[S:3][CH:32]=[CH:33][N:1]=4)=[CH:5][C:6]=3[O:30][CH3:31])=[CH:21][CH:20]=2)[CH2:16][CH2:17]1)[CH3:27]. The yield is 0.580. (4) The reactants are [CH2:1]([O:3][C:4]1[CH:9]=[CH:8][CH:7]=[CH:6][C:5]=1B(O)O)[CH3:2].C(=O)([O-])[O-].[Na+].[Na+].[NH2:19][C:20]1[CH:25]=[C:24](Cl)[N:23]=[CH:22][N:21]=1. The catalyst is O1CCOCC1.C1C=CC([P]([Pd]([P](C2C=CC=CC=2)(C2C=CC=CC=2)C2C=CC=CC=2)([P](C2C=CC=CC=2)(C2C=CC=CC=2)C2C=CC=CC=2)[P](C2C=CC=CC=2)(C2C=CC=CC=2)C2C=CC=CC=2)(C2C=CC=CC=2)C2C=CC=CC=2)=CC=1. The product is [CH2:1]([O:3][C:4]1[CH:9]=[CH:8][CH:7]=[CH:6][C:5]=1[C:24]1[N:23]=[CH:22][N:21]=[C:20]([NH2:19])[CH:25]=1)[CH3:2]. The yield is 0.873. (5) The reactants are [NH2:1][C:2]1[CH:11]=[CH:10][C:5]2[NH:6][C:7](=[O:9])[O:8][C:4]=2[CH:3]=1.[C:12]([C:18]([O:20][CH3:21])=[O:19])#[C:13][C:14]([O:16][CH3:17])=[O:15]. The catalyst is CO. The product is [CH3:17][O:16][C:14](=[O:15])[C:13]([NH:1][C:2]1[CH:11]=[CH:10][C:5]2[NH:6][C:7](=[O:9])[O:8][C:4]=2[CH:3]=1)=[CH:12][C:18]([O:20][CH3:21])=[O:19]. The yield is 0.870.